Dataset: Reaction yield outcomes from USPTO patents with 853,638 reactions. Task: Predict the reaction yield, written as a fraction of the theoretical maximum amount of product (1.0 means a 100% yield; for example, 0.34 means a 34% yield). (1) The reactants are Cl[C:2](=[N:24][OH:25])[C:3]1[CH:23]=[CH:22][C:6]([CH2:7][N:8]([CH:16]2[CH2:21][CH2:20][O:19][CH2:18][CH2:17]2)[C:9](=[O:15])[O:10][C:11]([CH3:14])([CH3:13])[CH3:12])=[CH:5][CH:4]=1.[Br:26][C:27]1[N:28]=[C:29]([C:48]#[CH:49])[C:30]([N:33]([C:41]([O:43][C:44]([CH3:47])([CH3:46])[CH3:45])=[O:42])[C:34](=[O:40])[O:35][C:36]([CH3:39])([CH3:38])[CH3:37])=[N:31][CH:32]=1.CCN(CC)CC. The product is [Br:26][C:27]1[N:28]=[C:29]([C:48]2[O:25][N:24]=[C:2]([C:3]3[CH:23]=[CH:22][C:6]([CH2:7][N:8]([C:9]([O:10][C:11]([CH3:14])([CH3:13])[CH3:12])=[O:15])[CH:16]4[CH2:21][CH2:20][O:19][CH2:18][CH2:17]4)=[CH:5][CH:4]=3)[CH:49]=2)[C:30]([N:33]([C:41]([O:43][C:44]([CH3:47])([CH3:46])[CH3:45])=[O:42])[C:34](=[O:40])[O:35][C:36]([CH3:38])([CH3:39])[CH3:37])=[N:31][CH:32]=1. The catalyst is C(Cl)Cl.O. The yield is 0.780. (2) The reactants are BrC1C=CC2[O:6][C:7]3[CH:12]=[CH:11][C:10]([C:13]4[CH:22]=[CH:21][C:20]5[C:15](=[CH:16][CH:17]=[CH:18][CH:19]=5)[CH:14]=4)=[CH:9][C:8]=3C=2C=1.C([Li])CCC.[B:30](OC(C)C)([O:35]C(C)C)[O:31]C(C)C.Cl.[CH3:44][CH2:45][CH2:46][CH2:47][CH2:48][CH3:49]. The catalyst is ClCCl.C1COCC1. The product is [CH:14]1[C:15]2[C:20](=[CH:19][CH:18]=[CH:17][CH:16]=2)[CH:21]=[CH:22][C:13]=1[C:10]1[CH:11]=[CH:12][C:7]2[O:6][C:47]3[CH:48]=[CH:49][C:44]([B:30]([OH:35])[OH:31])=[CH:45][C:46]=3[C:8]=2[CH:9]=1. The yield is 0.540. (3) The reactants are [F:1][C:2]1[C:3]([CH3:26])=[C:4]([C:8]2([C:22]([O:24][CH3:25])=[O:23])[CH2:13][CH2:12][C:11]([OH:14])=[C:10](C(OC(C)(C)C)=O)[CH2:9]2)[CH:5]=[CH:6][CH:7]=1. The catalyst is C(O)(C(F)(F)F)=O. The product is [F:1][C:2]1[C:3]([CH3:26])=[C:4]([C:8]2([C:22]([O:24][CH3:25])=[O:23])[CH2:9][CH2:10][C:11](=[O:14])[CH2:12][CH2:13]2)[CH:5]=[CH:6][CH:7]=1. The yield is 0.520. (4) The reactants are [N:1]([CH2:4][CH2:5][C:6]#[CH:7])=[N+:2]=[N-:3].[C:8]([O:12][C:13]([CH3:16])([CH3:15])[CH3:14])(=[O:11])[C:9]#[CH:10].O=C1O[C@H]([C@H](CO)O)C(O)=C1O. The catalyst is [O-]S([O-])(=O)=O.[Cu+2].CC(O)(C)C.O. The product is [CH2:4]([N:1]1[CH:10]=[C:9]([C:8]([O:12][C:13]([CH3:16])([CH3:15])[CH3:14])=[O:11])[N:3]=[N:2]1)[CH2:5][C:6]#[CH:7]. The yield is 0.540. (5) The reactants are [NH2:1][C:2]1[CH:6]=[C:5]([C:7]([CH3:10])([CH3:9])[CH3:8])[O:4][N:3]=1.[Br:11]N1C(=O)CCC1=O. No catalyst specified. The product is [NH2:1][C:2]1[C:6]([Br:11])=[C:5]([C:7]([CH3:10])([CH3:9])[CH3:8])[O:4][N:3]=1. The yield is 0.910.